Task: Predict the reactants needed to synthesize the given product.. Dataset: Full USPTO retrosynthesis dataset with 1.9M reactions from patents (1976-2016) (1) Given the product [CH3:1][C:2]1([CH3:23])[N:6]([C:7]([O:9][C:10]([CH3:11])([CH3:12])[CH3:13])=[O:8])[C@@H:5]([CH2:14][CH2:15][CH2:16][C:17]#[CH:18])[CH2:4][O:3]1, predict the reactants needed to synthesize it. The reactants are: [CH3:1][C:2]1([CH3:23])[N:6]([C:7]([O:9][C:10]([CH3:13])([CH3:12])[CH3:11])=[O:8])[C@@H:5]([CH2:14][CH2:15][CH2:16][C:17]#[C:18][Si](C)(C)C)[CH2:4][O:3]1.CCCC[N+](CCCC)(CCCC)CCCC.[F-]. (2) Given the product [C:28]([O:31][CH2:32][C:33]1[C:34]([N:48]2[CH2:60][CH2:59][N:51]3[C:52]4[CH2:53][CH2:54][CH2:55][CH2:56][C:57]=4[CH:58]=[C:50]3[C:49]2=[O:61])=[N:35][CH:36]=[CH:37][C:38]=1[C:2]1[CH:3]=[C:4]([NH:11][C:12]2[CH:17]=[CH:16][C:15]([N:18]3[CH2:19][CH2:20][N:21]([CH:24]4[CH2:27][O:26][CH2:25]4)[CH2:22][CH2:23]3)=[CH:14][N:13]=2)[C:5]2[N:6]([N:8]=[CH:9][N:10]=2)[CH:7]=1)(=[O:30])[CH3:29], predict the reactants needed to synthesize it. The reactants are: Cl[C:2]1[CH:3]=[C:4]([NH:11][C:12]2[CH:17]=[CH:16][C:15]([N:18]3[CH2:23][CH2:22][N:21]([CH:24]4[CH2:27][O:26][CH2:25]4)[CH2:20][CH2:19]3)=[CH:14][N:13]=2)[C:5]2[N:6]([N:8]=[CH:9][N:10]=2)[CH:7]=1.[C:28]([O:31][CH2:32][C:33]1[C:34]([N:48]2[CH2:60][CH2:59][N:51]3[C:52]4[CH2:53][CH2:54][CH2:55][CH2:56][C:57]=4[CH:58]=[C:50]3[C:49]2=[O:61])=[N:35][CH:36]=[CH:37][C:38]=1B1OC(C)(C)C(C)(C)O1)(=[O:30])[CH3:29].[O-]P([O-])([O-])=O.[K+].[K+].[K+].C([O-])(=O)C.[Na+]. (3) Given the product [NH2:1][C:2]1[C:11]2=[CH:12][N:13]([CH:15]3[O:19][CH:18]([CH2:20][OH:21])[CH:17]([O:39][C:40](=[O:44])[CH:41]([CH3:43])[CH3:42])[C:16]3([OH:46])[CH3:45])[N:14]=[C:9]3[C:10]2=[C:4]([C:5](=[O:47])[NH:6][N:7]=[CH:8]3)[CH:3]=1, predict the reactants needed to synthesize it. The reactants are: [NH2:1][C:2]1[C:11]2=[CH:12][N:13]([CH:15]3[O:19][CH:18]([C:20](C4C=CC=CC=4)(C4C=CC=CC=4)[O:21][SiH2]C(C)(C)C)[CH:17]([O:39][C:40](=[O:44])[CH:41]([CH3:43])[CH3:42])[C:16]3([OH:46])[CH3:45])[N:14]=[C:9]3[C:10]2=[C:4]([C:5](=[O:47])[NH:6][N:7]=[CH:8]3)[CH:3]=1.CCCC[N+](CCCC)(CCCC)CCCC.[F-]. (4) Given the product [CH2:1]([N:8]([CH2:21][CH3:22])[C:9]1[C:10]([CH3:20])=[C:11]([CH:17]=[CH:18][CH:19]=1)[C:12]([OH:14])=[O:13])[C:2]1[CH:3]=[CH:4][CH:5]=[CH:6][CH:7]=1, predict the reactants needed to synthesize it. The reactants are: [CH2:1]([N:8]([CH2:21][CH3:22])[C:9]1[C:10]([CH3:20])=[C:11]([CH:17]=[CH:18][CH:19]=1)[C:12]([O:14]CC)=[O:13])[C:2]1[CH:7]=[CH:6][CH:5]=[CH:4][CH:3]=1.[OH-].[Na+]. (5) Given the product [CH3:1][C:2]1[C:10]([S:11]([CH3:14])(=[O:13])=[O:12])=[C:9]([S:15]([CH3:18])(=[O:17])=[O:16])[CH:8]=[CH:7][C:3]=1[C:4]([Cl:21])=[O:5], predict the reactants needed to synthesize it. The reactants are: [CH3:1][C:2]1[C:10]([S:11]([CH3:14])(=[O:13])=[O:12])=[C:9]([S:15]([CH3:18])(=[O:17])=[O:16])[CH:8]=[CH:7][C:3]=1[C:4](O)=[O:5].S(Cl)([Cl:21])=O.